This data is from NCI-60 drug combinations with 297,098 pairs across 59 cell lines. The task is: Regression. Given two drug SMILES strings and cell line genomic features, predict the synergy score measuring deviation from expected non-interaction effect. (1) Drug 1: CN1CCC(CC1)COC2=C(C=C3C(=C2)N=CN=C3NC4=C(C=C(C=C4)Br)F)OC. Drug 2: CC1=CC=C(C=C1)C2=CC(=NN2C3=CC=C(C=C3)S(=O)(=O)N)C(F)(F)F. Cell line: TK-10. Synergy scores: CSS=11.9, Synergy_ZIP=-1.05, Synergy_Bliss=6.54, Synergy_Loewe=-17.6, Synergy_HSA=5.32. (2) Drug 1: C1CCC(C1)C(CC#N)N2C=C(C=N2)C3=C4C=CNC4=NC=N3. Drug 2: C1=CC=C(C(=C1)C(C2=CC=C(C=C2)Cl)C(Cl)Cl)Cl. Cell line: SF-268. Synergy scores: CSS=4.27, Synergy_ZIP=4.60, Synergy_Bliss=8.88, Synergy_Loewe=5.12, Synergy_HSA=4.54. (3) Drug 1: CCC(=C(C1=CC=CC=C1)C2=CC=C(C=C2)OCCN(C)C)C3=CC=CC=C3.C(C(=O)O)C(CC(=O)O)(C(=O)O)O. Drug 2: B(C(CC(C)C)NC(=O)C(CC1=CC=CC=C1)NC(=O)C2=NC=CN=C2)(O)O. Cell line: K-562. Synergy scores: CSS=65.8, Synergy_ZIP=5.93, Synergy_Bliss=5.46, Synergy_Loewe=-18.2, Synergy_HSA=2.65. (4) Drug 1: C1C(C(OC1N2C=C(C(=O)NC2=O)F)CO)O. Drug 2: C1CCC(C(C1)N)N.C(=O)(C(=O)[O-])[O-].[Pt+4]. Cell line: SF-268. Synergy scores: CSS=28.6, Synergy_ZIP=-8.47, Synergy_Bliss=-3.73, Synergy_Loewe=-7.65, Synergy_HSA=-1.38. (5) Drug 1: C1=CC(=CC=C1CCC2=CNC3=C2C(=O)NC(=N3)N)C(=O)NC(CCC(=O)O)C(=O)O. Drug 2: CC1C(C(CC(O1)OC2CC(CC3=C2C(=C4C(=C3O)C(=O)C5=CC=CC=C5C4=O)O)(C(=O)C)O)N)O. Cell line: OVCAR-5. Synergy scores: CSS=31.2, Synergy_ZIP=-4.23, Synergy_Bliss=-8.08, Synergy_Loewe=-57.0, Synergy_HSA=-4.05.